Dataset: Reaction yield outcomes from USPTO patents with 853,638 reactions. Task: Predict the reaction yield, written as a fraction of the theoretical maximum amount of product (1.0 means a 100% yield; for example, 0.34 means a 34% yield). The reactants are Br[C:2]1[CH:3]=[C:4]2[CH:10]=[CH:9][NH:8][C:5]2=[N:6][CH:7]=1.O.C(OCC)(=O)C.[CH3:18][N:19]1CCCC1=O. The catalyst is [C-]#N.[Zn+2].[C-]#N.C1C=CC([P]([Pd]([P](C2C=CC=CC=2)(C2C=CC=CC=2)C2C=CC=CC=2)([P](C2C=CC=CC=2)(C2C=CC=CC=2)C2C=CC=CC=2)[P](C2C=CC=CC=2)(C2C=CC=CC=2)C2C=CC=CC=2)(C2C=CC=CC=2)C2C=CC=CC=2)=CC=1. The product is [NH:8]1[C:5]2=[N:6][CH:7]=[C:2]([C:18]#[N:19])[CH:3]=[C:4]2[CH:10]=[CH:9]1. The yield is 0.730.